This data is from Full USPTO retrosynthesis dataset with 1.9M reactions from patents (1976-2016). The task is: Predict the reactants needed to synthesize the given product. (1) The reactants are: [CH2:1]([O:13][C:14]1[CH:15]=[C:16]([CH:33]2[S:38][CH2:37][CH2:36][CH2:35][S:34]2)[CH:17]=[CH:18][C:19]=1[O:20][CH2:21][CH2:22][CH2:23][CH2:24][CH2:25][CH2:26][CH2:27][CH2:28][CH2:29][CH2:30][CH2:31][CH3:32])[CH2:2][CH2:3][CH2:4][CH2:5][CH2:6][CH2:7][CH2:8][CH2:9][CH2:10][CH2:11][CH3:12].[Li]CCCC.[I:44][C:45]1[CH:52]=[CH:51][C:48]([CH:49]=[O:50])=[CH:47][CH:46]=1. Given the product [CH2:1]([O:13][C:14]1[CH:15]=[C:16]([C:33]2([CH:49]([C:48]3[CH:51]=[CH:52][C:45]([I:44])=[CH:46][CH:47]=3)[OH:50])[S:34][CH2:35][CH2:36][CH2:37][S:38]2)[CH:17]=[CH:18][C:19]=1[O:20][CH2:21][CH2:22][CH2:23][CH2:24][CH2:25][CH2:26][CH2:27][CH2:28][CH2:29][CH2:30][CH2:31][CH3:32])[CH2:2][CH2:3][CH2:4][CH2:5][CH2:6][CH2:7][CH2:8][CH2:9][CH2:10][CH2:11][CH3:12], predict the reactants needed to synthesize it. (2) Given the product [CH2:28]([O:27][C:25]([C:24]1[O:22][C:16]2[CH:15]=[C:14]([O:13][CH2:6][C:7]3[CH:12]=[CH:11][CH:10]=[CH:9][CH:8]=3)[CH:21]=[CH:20][C:17]=2[CH:18]=1)=[O:26])[CH3:29], predict the reactants needed to synthesize it. The reactants are: CN(C)C=O.[CH2:6]([O:13][C:14]1[CH:21]=[CH:20][C:17]([CH:18]=O)=[C:16]([OH:22])[CH:15]=1)[C:7]1[CH:12]=[CH:11][CH:10]=[CH:9][CH:8]=1.Br[CH2:24][C:25]([O:27][CH2:28][CH3:29])=[O:26].C(=O)([O-])[O-].[K+].[K+]. (3) Given the product [CH2:30]([O:29][C:27]([C:2]1[N:7]=[C:6]2[N:8]([CH2:11][C:12]3[CH:13]=[C:14]4[C:19](=[CH:20][CH:21]=3)[N:18]=[CH:17][CH:16]=[CH:15]4)[N:9]=[N:10][C:5]2=[N:4][CH:3]=1)=[CH2:28])[CH3:31], predict the reactants needed to synthesize it. The reactants are: Br[C:2]1[N:7]=[C:6]2[N:8]([CH2:11][C:12]3[CH:13]=[C:14]4[C:19](=[CH:20][CH:21]=3)[N:18]=[CH:17][CH:16]=[CH:15]4)[N:9]=[N:10][C:5]2=[N:4][CH:3]=1.C([Sn](CCCC)(CCCC)[C:27]([O:29][CH2:30][CH3:31])=[CH2:28])CCC. (4) Given the product [Cl:20][C:14]1[CH:15]=[CH:16][CH:17]=[C:18]2[C:13]=1[N:12]=[CH:11][C:10]([CH2:8][C:4]1[CH:5]=[CH:6][CH:7]=[C:2]([Cl:1])[CH:3]=1)=[CH:19]2, predict the reactants needed to synthesize it. The reactants are: [Cl:1][C:2]1[CH:3]=[C:4]([CH:8]([C:10]2[CH:11]=[N:12][C:13]3[C:18]([CH:19]=2)=[CH:17][CH:16]=[CH:15][C:14]=3[Cl:20])O)[CH:5]=[CH:6][CH:7]=1.C[Si](Cl)(C)C.[I-].[Na+].